Dataset: Forward reaction prediction with 1.9M reactions from USPTO patents (1976-2016). Task: Predict the product of the given reaction. (1) Given the reactants [OH-].[K+].COC1C=CC([C:11]2[N:15](C3C=CC=CC=3C)[C:14]([CH3:23])=[C:13]([C:24]([O:26]CC)=[O:25])[CH:12]=2)=CC=1.C1COCC1, predict the reaction product. The product is: [CH3:23][C:14]1[NH:15][CH:11]=[CH:12][C:13]=1[C:24]([OH:26])=[O:25]. (2) Given the reactants [H-].[Al+3].[Li+].[H-].[H-].[H-].[CH2:7]([O:13][C:14]1[CH:19]=[CH:18][C:17]([CH:20]2[CH2:25][CH2:24][C:23](=[O:26])[CH2:22][CH2:21]2)=[C:16]([F:27])[C:15]=1[F:28])[CH2:8][CH2:9][CH2:10][CH2:11][CH3:12].C(OCC)(=O)C.N, predict the reaction product. The product is: [CH2:7]([O:13][C:14]1[CH:19]=[CH:18][C:17]([C@H:20]2[CH2:21][CH2:22][C@H:23]([OH:26])[CH2:24][CH2:25]2)=[C:16]([F:27])[C:15]=1[F:28])[CH2:8][CH2:9][CH2:10][CH2:11][CH3:12]. (3) Given the reactants [F:1][C:2]([F:13])([F:12])[S:3][C:4]1[CH:11]=[CH:10][C:7]([CH2:8][NH2:9])=[CH:6][CH:5]=1.[CH:14]1[C:23]2[C:18](=[C:19]([C:24]([CH3:29])([CH3:28])[C:25](O)=[O:26])[CH:20]=[CH:21][CH:22]=2)[CH:17]=[CH:16][N:15]=1.C1C2C(=C(CC(O)=O)C=CC=2)C=CN=1, predict the reaction product. The product is: [CH:14]1[C:23]2[C:18](=[C:19]([C:24]([CH3:29])([CH3:28])[C:25]([NH:9][CH2:8][C:7]3[CH:10]=[CH:11][C:4]([S:3][C:2]([F:12])([F:1])[F:13])=[CH:5][CH:6]=3)=[O:26])[CH:20]=[CH:21][CH:22]=2)[CH:17]=[CH:16][N:15]=1.